This data is from Catalyst prediction with 721,799 reactions and 888 catalyst types from USPTO. The task is: Predict which catalyst facilitates the given reaction. Reactant: [I:1][C:2]1[C:10]2[C:5](=[CH:6][CH:7]=[C:8]([NH2:11])[CH:9]=2)[NH:4][N:3]=1.[CH:12]1([C:22]([OH:24])=O)[C:21]2[C:16](=[CH:17][CH:18]=[CH:19][CH:20]=2)[CH2:15][CH2:14][O:13]1.CN(C(ON1N=N[C:35]2[CH:36]=[CH:37][CH:38]=[CH:39][C:34]1=2)=[N+](C)C)C.[B-](F)(F)(F)F.CCN([CH:53]([CH3:55])C)C(C)C. Product: [I:1][C:2]1[C:10]2[C:5](=[CH:6][CH:7]=[C:8]([NH:11][C:12]([CH:22]3[C:35]4[C:34](=[CH:39][CH:38]=[CH:37][CH:36]=4)[CH2:55][CH2:53][O:24]3)=[O:13])[CH:9]=2)[N:4]([C:22]([CH:12]2[C:21]3[C:16](=[CH:17][CH:18]=[CH:19][CH:20]=3)[CH2:15][CH2:14][O:13]2)=[O:24])[N:3]=1. The catalyst class is: 136.